From a dataset of Peptide-MHC class I binding affinity with 185,985 pairs from IEDB/IMGT. Regression. Given a peptide amino acid sequence and an MHC pseudo amino acid sequence, predict their binding affinity value. This is MHC class I binding data. (1) The peptide sequence is GEPGDPDL. The MHC is H-2-Kk with pseudo-sequence H-2-Kk. The binding affinity (normalized) is 0.0929. (2) The peptide sequence is TVFYNIPPM. The MHC is HLA-A01:01 with pseudo-sequence HLA-A01:01. The binding affinity (normalized) is 0.213. (3) The peptide sequence is AYKKQFSQY. The MHC is HLA-B18:01 with pseudo-sequence HLA-B18:01. The binding affinity (normalized) is 0.0847. (4) The peptide sequence is TLASIGTAF. The MHC is HLA-A02:12 with pseudo-sequence HLA-A02:12. The binding affinity (normalized) is 0.0847. (5) The peptide sequence is TCITSMAER. The MHC is HLA-A03:01 with pseudo-sequence HLA-A03:01. The binding affinity (normalized) is 0. (6) The peptide sequence is KLEEEQIIL. The MHC is HLA-A02:02 with pseudo-sequence HLA-A02:02. The binding affinity (normalized) is 0.603. (7) The peptide sequence is NRNIVNRLLG. The MHC is Mamu-B17 with pseudo-sequence Mamu-B17. The binding affinity (normalized) is 0.